Dataset: Merck oncology drug combination screen with 23,052 pairs across 39 cell lines. Task: Regression. Given two drug SMILES strings and cell line genomic features, predict the synergy score measuring deviation from expected non-interaction effect. (1) Drug 1: C#Cc1cccc(Nc2ncnc3cc(OCCOC)c(OCCOC)cc23)c1. Drug 2: Cn1c(=O)n(-c2ccc(C(C)(C)C#N)cc2)c2c3cc(-c4cnc5ccccc5c4)ccc3ncc21. Cell line: ZR751. Synergy scores: synergy=52.1. (2) Drug 1: CCN(CC)CCNC(=O)c1c(C)[nH]c(C=C2C(=O)Nc3ccc(F)cc32)c1C. Drug 2: Cn1c(=O)n(-c2ccc(C(C)(C)C#N)cc2)c2c3cc(-c4cnc5ccccc5c4)ccc3ncc21. Cell line: UACC62. Synergy scores: synergy=20.0. (3) Drug 2: COC1CC2CCC(C)C(O)(O2)C(=O)C(=O)N2CCCCC2C(=O)OC(C(C)CC2CCC(OP(C)(C)=O)C(OC)C2)CC(=O)C(C)C=C(C)C(O)C(OC)C(=O)C(C)CC(C)C=CC=CC=C1C. Synergy scores: synergy=-13.5. Cell line: UACC62. Drug 1: CC(C)CC(NC(=O)C(Cc1ccccc1)NC(=O)c1cnccn1)B(O)O. (4) Drug 1: Nc1ccn(C2OC(CO)C(O)C2(F)F)c(=O)n1. Drug 2: Cc1nc(Nc2ncc(C(=O)Nc3c(C)cccc3Cl)s2)cc(N2CCN(CCO)CC2)n1. Cell line: SKOV3. Synergy scores: synergy=1.27. (5) Drug 1: Cn1nnc2c(C(N)=O)ncn2c1=O. Drug 2: CCc1c2c(nc3ccc(O)cc13)-c1cc3c(c(=O)n1C2)COC(=O)C3(O)CC. Cell line: NCIH23. Synergy scores: synergy=-19.8. (6) Drug 2: CCC1(O)C(=O)OCc2c1cc1n(c2=O)Cc2cc3c(CN(C)C)c(O)ccc3nc2-1. Cell line: UWB1289BRCA1. Drug 1: Cn1nnc2c(C(N)=O)ncn2c1=O. Synergy scores: synergy=9.03. (7) Drug 1: O=S1(=O)NC2(CN1CC(F)(F)F)C1CCC2Cc2cc(C=CCN3CCC(C(F)(F)F)CC3)ccc2C1. Drug 2: CN(C)C(=N)N=C(N)N. Cell line: NCIH520. Synergy scores: synergy=3.63. (8) Drug 1: CN1C(=O)C=CC2(C)C3CCC4(C)C(NC(=O)OCC(F)(F)F)CCC4C3CCC12. Drug 2: Nc1ccn(C2OC(CO)C(O)C2(F)F)c(=O)n1. Cell line: KPL1. Synergy scores: synergy=11.0. (9) Drug 1: CC(C)CC(NC(=O)C(Cc1ccccc1)NC(=O)c1cnccn1)B(O)O. Drug 2: NC1CCCCC1N.O=C(O)C(=O)O.[Pt+2]. Cell line: HT29. Synergy scores: synergy=-9.23. (10) Drug 1: NC1(c2ccc(-c3nc4ccn5c(=O)[nH]nc5c4cc3-c3ccccc3)cc2)CCC1. Drug 2: Cn1cc(-c2cnn3c(N)c(Br)c(C4CCCNC4)nc23)cn1. Cell line: NCIH2122. Synergy scores: synergy=-9.82.